From a dataset of Catalyst prediction with 721,799 reactions and 888 catalyst types from USPTO. Predict which catalyst facilitates the given reaction. (1) Reactant: [NH:1]1[C:10]2[C:5](=[CH:6][CH:7]=[C:8]([NH:11][C:12]([C:14]3[CH:19]=[CH:18][C:17]([C:20]4[CH:25]=[CH:24][CH:23]=[CH:22][CH:21]=4)=[CH:16][CH:15]=3)=[O:13])[CH:9]=2)[CH2:4][CH2:3][CH2:2]1.C(=O)([O-])[O-].[K+].[K+].[I-].[Na+].Br[CH2:35][CH2:36][OH:37]. Product: [OH:37][CH2:36][CH2:35][N:1]1[C:10]2[C:5](=[CH:6][CH:7]=[C:8]([NH:11][C:12]([C:14]3[CH:19]=[CH:18][C:17]([C:20]4[CH:21]=[CH:22][CH:23]=[CH:24][CH:25]=4)=[CH:16][CH:15]=3)=[O:13])[CH:9]=2)[CH2:4][CH2:3][CH2:2]1. The catalyst class is: 225. (2) Reactant: [NH2:1][C:2]1[CH:10]=[CH:9][C:5]2[N:6]=[CH:7][S:8][C:4]=2[CH:3]=1.[Cl:11][C:12]([O:14][C:15]1[CH:20]=[CH:19][C:18]([N+:21]([O-:23])=[O:22])=[CH:17][CH:16]=1)=[O:13]. Product: [ClH:11].[S:8]1[C:4]2[CH:3]=[C:2]([NH:1][C:12](=[O:13])[O:14][C:15]3[CH:16]=[CH:17][C:18]([N+:21]([O-:23])=[O:22])=[CH:19][CH:20]=3)[CH:10]=[CH:9][C:5]=2[N:6]=[CH:7]1. The catalyst class is: 2. (3) The catalyst class is: 4. Product: [Br:1][C:2]1[S:6][C:5]2=[C:7]([CH2:10][OH:11])[N:8]=[CH:9][N:4]2[CH:3]=1. Reactant: [Br:1][C:2]1[S:6][C:5]2=[C:7]([C:10](OCC)=[O:11])[N:8]=[CH:9][N:4]2[CH:3]=1.C1(C)C=CC=CC=1.[H-].C([Al+]CC(C)C)C(C)C.C(C(C(C([O-])=O)O)O)([O-])=O.[Na+].[K+]. (4) Product: [O:1]1[C:5]2[CH:6]=[CH:7][CH:8]=[CH:9][C:4]=2[CH:3]=[C:2]1[C:10]1[N:14]2[N:15]=[C:16]([NH:19][C:28](=[O:29])[CH2:27][CH2:26][C:22]3[CH:21]=[N:20][CH:25]=[CH:24][CH:23]=3)[CH:17]=[CH:18][C:13]2=[N:12][CH:11]=1. Reactant: [O:1]1[C:5]2[CH:6]=[CH:7][CH:8]=[CH:9][C:4]=2[CH:3]=[C:2]1[C:10]1[N:14]2[N:15]=[C:16]([NH2:19])[CH:17]=[CH:18][C:13]2=[N:12][CH:11]=1.[N:20]1[CH:25]=[CH:24][CH:23]=[C:22]([CH2:26][CH2:27][C:28](O)=[O:29])[CH:21]=1.C(N(C(C)C)C(C)C)C.C(P1(=O)OP(=O)(CCC)OP(=O)(CCC)O1)CC. The catalyst class is: 13. (5) The catalyst class is: 508. Reactant: [I:1][C:2]1[NH:6][C:5]([C:7]([OH:9])=O)=[N:4][C:3]=1[CH3:10].[CH3:11][N:12](C(ON1N=NC2C=CC=CC1=2)=[N+](C)C)[CH3:13].F[P-](F)(F)(F)(F)F.Cl.CNC.C(N(CC)CC)C. Product: [I:1][C:2]1[NH:6][C:5]([C:7]([N:12]([CH3:13])[CH3:11])=[O:9])=[N:4][C:3]=1[CH3:10]. (6) Reactant: [C:1]([O:5][C:6]([NH:8][C@H:9]1[C@@H:13]([CH2:14][F:15])[CH2:12][N:11]([C:16]2[C:26]([F:27])=[CH:25][C:19]([C:20]([O:22]CC)=[O:21])=[C:18]([F:28])[C:17]=2[CH3:29])[CH2:10]1)=[O:7])([CH3:4])([CH3:3])[CH3:2].[OH-].[K+].C(O)(=O)CC(CC(O)=O)(C(O)=O)O.O. Product: [C:1]([O:5][C:6]([NH:8][C@H:9]1[C@@H:13]([CH2:14][F:15])[CH2:12][N:11]([C:16]2[C:26]([F:27])=[CH:25][C:19]([C:20]([OH:22])=[O:21])=[C:18]([F:28])[C:17]=2[CH3:29])[CH2:10]1)=[O:7])([CH3:4])([CH3:3])[CH3:2]. The catalyst class is: 8.